From a dataset of Retrosynthesis with 50K atom-mapped reactions and 10 reaction types from USPTO. Predict the reactants needed to synthesize the given product. (1) Given the product CC[C@@H](CNc1ccc(OC(C)C(=O)O)cc1OC)NC(=O)[C@H](CC(C)(C)F)N[C@@H](c1ccccc1)C(F)(F)F, predict the reactants needed to synthesize it. The reactants are: CC[C@@H](CNc1ccc(OC(C)C(=O)OC)cc1OC)NC(=O)[C@H](CC(C)(C)F)N[C@@H](c1ccccc1)C(F)(F)F. (2) Given the product O=C(O)CCc1c(/C=C2\C(=O)Nc3ccccc32)[nH]c2c1C(=O)CCC2, predict the reactants needed to synthesize it. The reactants are: CCOC(=O)CCc1c(/C=C2\C(=O)Nc3ccccc32)[nH]c2c1C(=O)CCC2. (3) Given the product O=C(c1ccc(Nc2ncc(Br)cn2)cc1)C(F)(F)F, predict the reactants needed to synthesize it. The reactants are: Clc1ncc(Br)cn1.Nc1ccc(C(=O)C(F)(F)F)cc1. (4) Given the product O=S(=O)(Cc1ccccc1)NCC1(c2ccc(OCCCN3CCCC3)cc2)CCOCC1, predict the reactants needed to synthesize it. The reactants are: NCC1(c2ccc(OCCCN3CCCC3)cc2)CCOCC1.O=S(=O)(Cl)Cc1ccccc1. (5) The reactants are: CCCCCc1cc(O)c2c(c1)OC(C)(C)C1CCC(C)=CC21.O=C(O)CCCN1CCOCC1. Given the product CCCCCc1cc(OC(=O)CCCN2CCOCC2)c2c(c1)OC(C)(C)C1CCC(C)=CC21, predict the reactants needed to synthesize it. (6) Given the product COCOc1c(Br)ccc(OC)c1OC(F)F, predict the reactants needed to synthesize it. The reactants are: COCOc1c(Br)ccc(OC)c1O.FC(F)Cl. (7) Given the product CCc1nc2c(N[C@H]3CC[C@H](N4CCOCC4)CC3)nc(Nc3cnn(C4CCOCC4)c3)nc2s1, predict the reactants needed to synthesize it. The reactants are: CCc1nc2c(N[C@H]3CC[C@H](N4CCOCC4)CC3)nc(Cl)nc2s1.Nc1cnn(C2CCOCC2)c1.